Dataset: Reaction yield outcomes from USPTO patents with 853,638 reactions. Task: Predict the reaction yield, written as a fraction of the theoretical maximum amount of product (1.0 means a 100% yield; for example, 0.34 means a 34% yield). The reactants are [Cl:1][C:2]1[S:6][C:5]([C:7]([OH:9])=O)=[CH:4][C:3]=1[C:10]1[N:14]([CH3:15])[N:13]=[CH:12][C:11]=1[CH3:16].[NH2:17][C@@H:18]([CH2:31][C:32]1[CH:37]=[CH:36][CH:35]=[C:34]([F:38])[CH:33]=1)[CH2:19][N:20]1[C:28](=[O:29])[C:27]2[C:22](=[CH:23][CH:24]=[CH:25][CH:26]=2)[C:21]1=[O:30].C(N(CC)C(C)C)(C)C.C1CN([P+](Br)(N2CCCC2)N2CCCC2)CC1.F[P-](F)(F)(F)(F)F. The catalyst is ClCCl. The product is [Cl:1][C:2]1[S:6][C:5]([C:7]([NH:17][C@@H:18]([CH2:31][C:32]2[CH:37]=[CH:36][CH:35]=[C:34]([F:38])[CH:33]=2)[CH2:19][N:20]2[C:28](=[O:29])[C:27]3[C:22](=[CH:23][CH:24]=[CH:25][CH:26]=3)[C:21]2=[O:30])=[O:9])=[CH:4][C:3]=1[C:10]1[N:14]([CH3:15])[N:13]=[CH:12][C:11]=1[CH3:16]. The yield is 0.429.